This data is from Forward reaction prediction with 1.9M reactions from USPTO patents (1976-2016). The task is: Predict the product of the given reaction. (1) Given the reactants [F:1][C:2]([F:33])([F:32])[C:3]1[CH:4]=[C:5]([CH:25]=[C:26]([C:28]([F:31])([F:30])[F:29])[CH:27]=1)[CH2:6][NH:7][C:8]1[N:13]=[CH:12][C:11]([O:14][CH2:15][CH2:16][CH2:17][C:18]([O:20][C:21]([CH3:24])([CH3:23])[CH3:22])=[O:19])=[CH:10][N:9]=1.[H-].[Na+].[Br:36][C:37]1[CH:42]=[C:41]([O:43][CH3:44])[C:40]([O:45][CH3:46])=[CH:39][C:38]=1[CH2:47]Cl.[Cl-].[NH4+], predict the reaction product. The product is: [F:33][C:2]([F:1])([F:32])[C:3]1[CH:4]=[C:5]([CH:25]=[C:26]([C:28]([F:29])([F:30])[F:31])[CH:27]=1)[CH2:6][N:7]([CH2:47][C:38]1[CH:39]=[C:40]([O:45][CH3:46])[C:41]([O:43][CH3:44])=[CH:42][C:37]=1[Br:36])[C:8]1[N:9]=[CH:10][C:11]([O:14][CH2:15][CH2:16][CH2:17][C:18]([O:20][C:21]([CH3:24])([CH3:23])[CH3:22])=[O:19])=[CH:12][N:13]=1. (2) Given the reactants FC(F)(F)S(O[C:7]1[CH:15]=[CH:14][C:13]([C:16]2[N:17]([C:32]([O:34][C:35]([CH3:38])([CH3:37])[CH3:36])=[O:33])[C:18]3[C:23]([CH:24]=2)=[CH:22][C:21]([CH2:25][N:26]2[CH2:31][CH2:30][CH2:29][CH2:28][CH2:27]2)=[CH:20][CH:19]=3)=[C:12]2[C:8]=1[CH2:9][NH:10][C:11]2=[O:39])(=O)=O.[C:42](=[O:45])([O-])[O-].[K+].[K+].O, predict the reaction product. The product is: [OH:45][C:42]1[C:14]([CH3:13])=[CH:15][C:7]([C:7]2[CH:15]=[CH:14][C:13]([C:16]3[N:17]([C:32]([O:34][C:35]([CH3:38])([CH3:37])[CH3:36])=[O:33])[C:18]4[C:23]([CH:24]=3)=[CH:22][C:21]([CH2:25][N:26]3[CH2:31][CH2:30][CH2:29][CH2:28][CH2:27]3)=[CH:20][CH:19]=4)=[C:12]3[C:8]=2[CH2:9][NH:10][C:11]3=[O:39])=[CH:8][C:12]=1[CH3:11]. (3) The product is: [Br:8][C:7]1[C:2]([C:21]#[C:20][Si:17]([CH3:19])([CH3:18])[CH3:16])=[N:3][CH:4]=[C:5]([C:9]2[CH:14]=[CH:13][C:12]([Cl:15])=[CH:11][CH:10]=2)[CH:6]=1. Given the reactants Br[C:2]1[C:7]([Br:8])=[CH:6][C:5]([C:9]2[CH:14]=[CH:13][C:12]([Cl:15])=[CH:11][CH:10]=2)=[CH:4][N:3]=1.[CH3:16][Si:17]([C:20]#[CH:21])([CH3:19])[CH3:18].BrCl, predict the reaction product. (4) Given the reactants [CH2:1]([N:3]1[CH2:20][C@H:19]([CH3:21])[N:18]2[C:5](=[C:6]([O:22][CH3:23])[C:7]3[C:12](=[O:13])[NH:11][N:10]=[C:9]([C:14]([NH:16]N)=[O:15])[C:8]=32)[C:4]1=[O:24])[CH3:2].[CH3:25]N.II.S([O-])([O-])=O.[Na+].[Na+], predict the reaction product. The product is: [CH2:1]([N:3]1[CH2:20][C@H:19]([CH3:21])[N:18]2[C:5](=[C:6]([O:22][CH3:23])[C:7]3[C:12](=[O:13])[NH:11][N:10]=[C:9]([C:14]([NH:16][CH3:25])=[O:15])[C:8]=32)[C:4]1=[O:24])[CH3:2]. (5) Given the reactants CCN(CC)CC.C1(O[C:15](=[O:32])[NH:16][C:17]2[CH:22]=[C:21]([NH:23][S:24]([CH3:27])(=[O:26])=[O:25])[CH:20]=[C:19]([C:28]([CH3:31])([CH3:30])[CH3:29])[CH:18]=2)C=CC=CC=1.[NH2:33][C:34]1[C:43]2[C:38](=[CH:39][CH:40]=[CH:41][CH:42]=2)[C:37]([O:44][C:45]2[CH:50]=[CH:49][N:48]=[C:47]([NH:51][C:52]3[CH:53]=[C:54]([CH:66]=[C:67]([C:69]#[C:70][Si:71]([CH:78]([CH3:80])[CH3:79])([CH:75]([CH3:77])[CH3:76])[CH:72]([CH3:74])[CH3:73])[CH:68]=3)[C:55]([NH:57][CH2:58][CH2:59][N:60]3[CH2:65][CH2:64][O:63][CH2:62][CH2:61]3)=[O:56])[CH:46]=2)=[CH:36][CH:35]=1, predict the reaction product. The product is: [C:28]([C:19]1[CH:18]=[C:17]([NH:16][C:15](=[O:32])[NH:33][C:34]2[C:43]3[C:38](=[CH:39][CH:40]=[CH:41][CH:42]=3)[C:37]([O:44][C:45]3[CH:50]=[CH:49][N:48]=[C:47]([NH:51][C:52]4[CH:53]=[C:54]([CH:66]=[C:67]([C:69]#[C:70][Si:71]([CH:78]([CH3:80])[CH3:79])([CH:75]([CH3:77])[CH3:76])[CH:72]([CH3:74])[CH3:73])[CH:68]=4)[C:55]([NH:57][CH2:58][CH2:59][N:60]4[CH2:61][CH2:62][O:63][CH2:64][CH2:65]4)=[O:56])[CH:46]=3)=[CH:36][CH:35]=2)[CH:22]=[C:21]([NH:23][S:24]([CH3:27])(=[O:25])=[O:26])[CH:20]=1)([CH3:29])([CH3:30])[CH3:31].